This data is from CYP2C19 inhibition data for predicting drug metabolism from PubChem BioAssay. The task is: Regression/Classification. Given a drug SMILES string, predict its absorption, distribution, metabolism, or excretion properties. Task type varies by dataset: regression for continuous measurements (e.g., permeability, clearance, half-life) or binary classification for categorical outcomes (e.g., BBB penetration, CYP inhibition). Dataset: cyp2c19_veith. (1) The compound is O=C(c1cnc(N2CCN(c3ncccn3)CC2)c2ccccc12)N1CCN(c2ncccn2)CC1. The result is 1 (inhibitor). (2) The drug is CCNc1ncc2ncc(=O)n(Cc3ccc(F)cc3)c2n1. The result is 1 (inhibitor). (3) The drug is Cc1ccc(C(=O)NC2CCCCCC2)cc1N1CCCC1=O. The result is 0 (non-inhibitor). (4) The result is 0 (non-inhibitor). The molecule is O=c1[nH]c2cc([N+](=O)[O-])c([N+](=O)[O-])cc2[nH]c1=O. (5) The drug is C[C@H](CC(=O)O)C(C(=O)O)C(=O)O. The result is 0 (non-inhibitor).